This data is from Catalyst prediction with 721,799 reactions and 888 catalyst types from USPTO. The task is: Predict which catalyst facilitates the given reaction. Reactant: [CH3:1][NH:2][CH3:3].Cl.[CH:5]1([CH2:8][N:9]2[C:13]3[CH:14]=[CH:15][C:16]([S:18]([C:21]([CH3:26])([CH3:25])[C:22](Cl)=[O:23])(=[O:20])=[O:19])=[CH:17][C:12]=3[N:11]=[C:10]2[CH2:27][C:28]([CH3:31])([CH3:30])[CH3:29])[CH2:7][CH2:6]1. The catalyst class is: 4. Product: [CH:5]1([CH2:8][N:9]2[C:13]3[CH:14]=[CH:15][C:16]([S:18]([C:21]([CH3:26])([CH3:25])[C:22]([N:2]([CH3:3])[CH3:1])=[O:23])(=[O:20])=[O:19])=[CH:17][C:12]=3[N:11]=[C:10]2[CH2:27][C:28]([CH3:31])([CH3:30])[CH3:29])[CH2:7][CH2:6]1.